From a dataset of Forward reaction prediction with 1.9M reactions from USPTO patents (1976-2016). Predict the product of the given reaction. The product is: [OH:1][CH2:2][C:3]1[CH:9]=[C:8]([NH2:10])[CH:7]=[CH:6][C:4]=1[NH2:5]. Given the reactants [OH:1][CH2:2][C:3]1[CH:9]=[C:8](/[N:10]=N/C2C=CC=CC=2CO)[CH:7]=[CH:6][C:4]=1[NH2:5].O, predict the reaction product.